This data is from Full USPTO retrosynthesis dataset with 1.9M reactions from patents (1976-2016). The task is: Predict the reactants needed to synthesize the given product. (1) Given the product [CH:8]1([O:14][C:15]2[CH:20]=[CH:19][C:18]([C:21]3[C:22]4=[N:27][S:4](=[O:6])(=[O:5])[CH2:3][CH2:2][N:23]4[CH:24]=[CH:25][CH:26]=3)=[CH:17][CH:16]=2)[CH2:9][CH2:10][CH2:11][CH2:12][CH2:13]1, predict the reactants needed to synthesize it. The reactants are: Cl[CH2:2][CH2:3][S:4](Cl)(=[O:6])=[O:5].[CH:8]1([O:14][C:15]2[CH:20]=[CH:19][C:18]([C:21]3[C:22]([NH2:27])=[N:23][CH:24]=[CH:25][CH:26]=3)=[CH:17][CH:16]=2)[CH2:13][CH2:12][CH2:11][CH2:10][CH2:9]1.O. (2) Given the product [CH3:10][O:11][CH2:12][CH2:13][O:14][CH2:15][CH2:16][O:17][CH2:27][CH2:21][CH2:26][O:28][CH2:7][C:6]([O:5][C:1]([CH3:4])([CH3:3])[CH3:2])=[O:9], predict the reactants needed to synthesize it. The reactants are: [C:1]([O:5][C:6](=[O:9])[CH2:7]Br)([CH3:4])([CH3:3])[CH3:2].[CH3:10][O:11][CH2:12][CH2:13][O:14][CH2:15][CH2:16][O:17]CCO.[C:21]1([CH3:27])[CH:26]=CC=CC=1.[OH-:28].[K+]. (3) Given the product [Cl:31][C:32]1[CH:33]=[C:34]([NH:38][C:15]2[N:16]([C:24]3[CH:29]=[CH:28][C:27]([Cl:30])=[CH:26][CH:25]=3)[N:17]=[C:18]3[C:23]=2[CH:22]=[CH:21][CH:20]=[CH:19]3)[CH:35]=[CH:36][CH:37]=1, predict the reactants needed to synthesize it. The reactants are: C(N([C:15]1[N:16]([C:24]2[CH:29]=[CH:28][C:27]([Cl:30])=[CH:26][CH:25]=2)[N:17]=[C:18]2[C:23]=1[CH:22]=[CH:21][CH:20]=[CH:19]2)C(NC1CCCCC1)=O)CCC.[Cl:31][C:32]1[CH:33]=[C:34]([NH2:38])[CH:35]=[CH:36][CH:37]=1. (4) Given the product [C:1]([O:9][C:10]1[CH:15]=[C:14]([Cl:16])[C:13]([OH:17])=[C:12]([I:18])[CH:11]=1)(=[O:8])[C:2]1[CH:3]=[CH:4][CH:5]=[CH:6][CH:7]=1, predict the reactants needed to synthesize it. The reactants are: [C:1]([O:9][C:10]1[CH:11]=[CH:12][C:13]([OH:17])=[C:14]([Cl:16])[CH:15]=1)(=[O:8])[C:2]1[CH:7]=[CH:6][CH:5]=[CH:4][CH:3]=1.[I-:18].[Na+].O. (5) Given the product [C:16]([CH2:2][CH2:3][C:4]1[N:5]=[C:6]([C:10]2[CH:15]=[CH:14][CH:13]=[CH:12][CH:11]=2)[O:7][C:8]=1[CH3:9])#[N:17], predict the reactants needed to synthesize it. The reactants are: Br[CH2:2][CH2:3][C:4]1[N:5]=[C:6]([C:10]2[CH:15]=[CH:14][CH:13]=[CH:12][CH:11]=2)[O:7][C:8]=1[CH3:9].[C-:16]#[N:17].[K+]. (6) The reactants are: [CH:1]([OH:4])([CH3:3])[CH3:2].[H-].[Na+].Cl[C:8]1[C:13]([Cl:14])=[CH:12][CH:11]=[CH:10][N:9]=1. Given the product [Cl:14][C:13]1[C:8]([O:4][CH:1]([CH3:3])[CH3:2])=[N:9][CH:10]=[CH:11][CH:12]=1, predict the reactants needed to synthesize it. (7) Given the product [Br:17][CH2:2][C:3]1[CH:4]=[C:5]([NH:9][C:10](=[O:16])[O:11][C:12]([CH3:15])([CH3:14])[CH3:13])[CH:6]=[CH:7][CH:8]=1, predict the reactants needed to synthesize it. The reactants are: O[CH2:2][C:3]1[CH:4]=[C:5]([NH:9][C:10](=[O:16])[O:11][C:12]([CH3:15])([CH3:14])[CH3:13])[CH:6]=[CH:7][CH:8]=1.[Br:17]C(Br)(Br)Br.N1C=CN=C1.